This data is from Forward reaction prediction with 1.9M reactions from USPTO patents (1976-2016). The task is: Predict the product of the given reaction. The product is: [NH2:18][C:15]1[CH:16]=[C:17]2[C:12]([CH2:11][CH2:10][CH2:9][N:8]2[C:6]([O:5][C:1]([CH3:4])([CH3:3])[CH3:2])=[O:7])=[CH:13][CH:14]=1. Given the reactants [C:1]([O:5][C:6]([N:8]1[C:17]2[C:12](=[CH:13][CH:14]=[C:15]([N+:18]([O-])=O)[CH:16]=2)[CH2:11][CH2:10][CH2:9]1)=[O:7])([CH3:4])([CH3:3])[CH3:2], predict the reaction product.